Predict the reaction yield, written as a fraction of the theoretical maximum amount of product (1.0 means a 100% yield; for example, 0.34 means a 34% yield). From a dataset of Reaction yield outcomes from USPTO patents with 853,638 reactions. (1) The reactants are C([O:8][C:9]1[C:14](=[O:15])[N:13]=[C:12]([CH2:16][C:17]2([C:22]3[CH:27]=[C:26]([Cl:28])[CH:25]=[CH:24][C:23]=3[Cl:29])[CH2:21][CH2:20][CH2:19][CH2:18]2)[N:11]2[CH2:30][CH2:31][N:32]([CH:35]([CH3:37])[CH3:36])[C:33](=[O:34])[C:10]=12)C1C=CC=CC=1.Cl.C(OCC)(=O)C. The catalyst is CO. The product is [Cl:29][C:23]1[CH:24]=[CH:25][C:26]([Cl:28])=[CH:27][C:22]=1[C:17]1([CH2:16][C:12]2[N:11]3[CH2:30][CH2:31][N:32]([CH:35]([CH3:37])[CH3:36])[C:33](=[O:34])[C:10]3=[C:9]([OH:8])[C:14](=[O:15])[N:13]=2)[CH2:21][CH2:20][CH2:19][CH2:18]1. The yield is 0.113. (2) The reactants are [CH:1]1([O:4][C:5]2[CH:10]=[CH:9][C:8]([C:11]#[CH:12])=[CH:7][CH:6]=2)[CH2:3][CH2:2]1.Br[C:14](Br)=[CH:15][C:16]1[CH:25]=[CH:24][C:19]([C:20]([O:22][CH3:23])=[O:21])=[CH:18][CH:17]=1. No catalyst specified. The product is [CH3:23][O:22][C:20](=[O:21])[C:19]1[CH:24]=[CH:25][C:16]([C:15]#[C:14][C:12]#[C:11][C:8]2[CH:9]=[CH:10][C:5]([O:4][CH:1]3[CH2:3][CH2:2]3)=[CH:6][CH:7]=2)=[CH:17][CH:18]=1. The yield is 0.590.